From a dataset of Full USPTO retrosynthesis dataset with 1.9M reactions from patents (1976-2016). Predict the reactants needed to synthesize the given product. Given the product [C:1]12([C:11](=[O:21])[CH2:12][S:13]([CH2:14][C:15]3[CH:16]=[N:17][CH:18]=[CH:19][CH:20]=3)=[O:30])[CH2:10][CH:5]3[CH2:6][CH:7]([CH2:9][CH:3]([CH2:4]3)[CH2:2]1)[CH2:8]2, predict the reactants needed to synthesize it. The reactants are: [C:1]12([C:11](=[O:21])[CH2:12][S:13][CH2:14][C:15]3[CH:16]=[N:17][CH:18]=[CH:19][CH:20]=3)[CH2:10][CH:5]3[CH2:6][CH:7]([CH2:9][CH:3]([CH2:4]3)[CH2:2]1)[CH2:8]2.C1C=C(Cl)C=C(C(OO)=[O:30])C=1.